From a dataset of hERG potassium channel inhibition data for cardiac toxicity prediction from Karim et al.. Regression/Classification. Given a drug SMILES string, predict its toxicity properties. Task type varies by dataset: regression for continuous values (e.g., LD50, hERG inhibition percentage) or binary classification for toxic/non-toxic outcomes (e.g., AMES mutagenicity, cardiotoxicity, hepatotoxicity). Dataset: herg_karim. The compound is O=C1COc2ccc(CNC3CCN(CCN4C(=O)COc5ccc(OC(F)(F)F)cc54)CC3)nc2N1. The result is 1 (blocker).